This data is from Forward reaction prediction with 1.9M reactions from USPTO patents (1976-2016). The task is: Predict the product of the given reaction. Given the reactants [CH3:1][S:2]([N:5]1[CH2:10][CH2:9][CH:8]([O:11][Si:12]([C:15]([CH3:18])([CH3:17])[CH3:16])([CH3:14])[CH3:13])[CH2:7][CH2:6]1)(=[O:4])=[O:3].[Li+].C[Si]([N-][Si](C)(C)C)(C)C.P(Cl)(OCC)(OCC)=O.[CH:38](=O)[C:39]1[CH:44]=[CH:43][CH:42]=[N:41][CH:40]=1.[Cl-].[NH4+], predict the reaction product. The product is: [Si:12]([O:11][CH:8]1[CH2:9][CH2:10][N:5]([S:2](/[CH:1]=[CH:38]/[C:39]2[CH:40]=[N:41][CH:42]=[CH:43][CH:44]=2)(=[O:3])=[O:4])[CH2:6][CH2:7]1)([C:15]([CH3:18])([CH3:17])[CH3:16])([CH3:13])[CH3:14].